From a dataset of Acute oral toxicity (LD50) regression data from Zhu et al.. Regression/Classification. Given a drug SMILES string, predict its toxicity properties. Task type varies by dataset: regression for continuous values (e.g., LD50, hERG inhibition percentage) or binary classification for toxic/non-toxic outcomes (e.g., AMES mutagenicity, cardiotoxicity, hepatotoxicity). Dataset: ld50_zhu. The drug is CSC(C)(C)C=NOC(=O)N(C)SN1CCOCC1. The rat oral LD50 is 5.41, given as -log10 of the dose in mol/kg body weight (higher means more acutely toxic).